This data is from Catalyst prediction with 721,799 reactions and 888 catalyst types from USPTO. The task is: Predict which catalyst facilitates the given reaction. Reactant: [C@@H:1]12[N:8]([C:9]3[CH:18]=[N:17][C:16]4[C:11](=[CH:12][CH:13]=[CH:14][CH:15]=4)[N:10]=3)[CH2:7][C@@H:6]1[CH2:5][CH2:4][NH:3][CH2:2]2.CC1C=C(C)N=C(N2[C@@H]3[C@@H](CCNC3)C2)N=1.[F:35][C:36]1[CH:37]=[CH:38][C:39]([N:45]2[N:49]=[CH:48][CH:47]=[N:46]2)=[C:40]([CH:44]=1)[C:41](O)=[O:42].S1C=CC=C1C1C=CC=CC=1C(O)=O. Product: [F:35][C:36]1[CH:37]=[CH:38][C:39]([N:45]2[N:49]=[CH:48][CH:47]=[N:46]2)=[C:40]([C:41]([N:3]2[CH2:4][CH2:5][C@@H:6]3[C@@H:1]([N:8]([C:9]4[CH:18]=[N:17][C:16]5[C:11](=[CH:12][CH:13]=[CH:14][CH:15]=5)[N:10]=4)[CH2:7]3)[CH2:2]2)=[O:42])[CH:44]=1. The catalyst class is: 2.